Dataset: Full USPTO retrosynthesis dataset with 1.9M reactions from patents (1976-2016). Task: Predict the reactants needed to synthesize the given product. Given the product [C:59]([O:63][C:64]([N:66]1[CH2:70][CH2:69][C@@H:68]([C:71]2[CH:76]=[CH:75][C:74]([S:5][CH2:4][CH2:3][Si:2]([CH3:7])([CH3:6])[CH3:1])=[CH:73][CH:72]=2)[CH2:67]1)=[O:65])([CH3:62])([CH3:60])[CH3:61], predict the reactants needed to synthesize it. The reactants are: [CH3:1][Si:2]([CH3:7])([CH3:6])[CH2:3][CH2:4][SH:5].CC1(C)C2C(=C(P(C3C=CC=CC=3)C3C=CC=CC=3)C=CC=2)OC2C(P(C3C=CC=CC=3)C3C=CC=CC=3)=CC=CC1=2.CCN(C(C)C)C(C)C.[C:59]([O:63][C:64]([N:66]1[CH2:70][CH2:69][C@@H:68]([C:71]2[CH:76]=[CH:75][C:74](Br)=[CH:73][CH:72]=2)[CH2:67]1)=[O:65])([CH3:62])([CH3:61])[CH3:60].OS([O-])(=O)=O.[K+].[O-]S([O-])(=O)=O.[Na+].[Na+].